From a dataset of Catalyst prediction with 721,799 reactions and 888 catalyst types from USPTO. Predict which catalyst facilitates the given reaction. (1) Reactant: [CH2:1]([O:8][C:9](=[O:29])[NH:10][CH2:11][C@H:12]1[CH2:17][CH2:16][C@H:15]([C:18](=O)[NH:19][CH2:20][C:21]2[C:26]([Cl:27])=[N:25][CH:24]=[CH:23][N:22]=2)[CH2:14][CH2:13]1)[C:2]1[CH:7]=[CH:6][CH:5]=[CH:4][CH:3]=1.P(Cl)(Cl)(Cl)=O.CN(C)C=O. Product: [CH2:1]([O:8][C:9](=[O:29])[NH:10][CH2:11][C@H:12]1[CH2:17][CH2:16][C@H:15]([C:18]2[N:22]3[CH:23]=[CH:24][N:25]=[C:26]([Cl:27])[C:21]3=[CH:20][N:19]=2)[CH2:14][CH2:13]1)[C:2]1[CH:7]=[CH:6][CH:5]=[CH:4][CH:3]=1. The catalyst class is: 10. (2) Reactant: [C:1]([O:5][C:6](=[O:22])[NH:7][C@:8]([CH2:20][OH:21])([CH3:19])[CH2:9][CH2:10][C:11]1[CH:16]=[CH:15][C:14]([OH:17])=[C:13]([NH2:18])[CH:12]=1)([CH3:4])([CH3:3])[CH3:2].Cl.C(O[C:27](=N)[CH2:28][CH2:29][CH2:30][CH2:31][CH3:32])C. Product: [C:1]([O:5][C:6](=[O:22])[NH:7][C@:8]([CH2:20][OH:21])([CH3:19])[CH2:9][CH2:10][C:11]1[CH:16]=[CH:15][C:14]2[O:17][C:27]([CH2:28][CH2:29][CH2:30][CH2:31][CH3:32])=[N:18][C:13]=2[CH:12]=1)([CH3:4])([CH3:2])[CH3:3]. The catalyst class is: 2. (3) Reactant: [F:1][C:2]1[CH:3]=[CH:4][C:5]([O:22][CH3:23])=[C:6]([C:8]2[CH:13]=[CH:12][N:11]=[C:10]3[NH:14][C:15]([CH:17]4[CH2:21][CH2:20][NH:19][CH2:18]4)=[CH:16][C:9]=23)[CH:7]=1.C(N(CC)CC)C.C(O)(=O)C.[Si:35]([O:42][CH2:43][CH:44]=O)([C:38]([CH3:41])([CH3:40])[CH3:39])([CH3:37])[CH3:36].C([BH3-])#N. Product: [Si:35]([O:42][CH2:43][CH2:44][N:19]1[CH2:20][CH2:21][CH:17]([C:15]2[NH:14][C:10]3=[N:11][CH:12]=[CH:13][C:8]([C:6]4[CH:7]=[C:2]([F:1])[CH:3]=[CH:4][C:5]=4[O:22][CH3:23])=[C:9]3[CH:16]=2)[CH2:18]1)([C:38]([CH3:41])([CH3:40])[CH3:39])([CH3:37])[CH3:36]. The catalyst class is: 98.